Dataset: Forward reaction prediction with 1.9M reactions from USPTO patents (1976-2016). Task: Predict the product of the given reaction. Given the reactants [F:1][C:2]1[CH:7]=[CH:6][C:5]([CH2:8][C:9](O)=O)=[CH:4][CH:3]=1.[CH:12]1([NH2:15])[CH2:14][CH2:13]1, predict the reaction product. The product is: [CH:12]1([NH:15][CH2:9][CH2:8][C:5]2[CH:6]=[CH:7][C:2]([F:1])=[CH:3][CH:4]=2)[CH2:14][CH2:13]1.